Dataset: Peptide-MHC class I binding affinity with 185,985 pairs from IEDB/IMGT. Task: Regression. Given a peptide amino acid sequence and an MHC pseudo amino acid sequence, predict their binding affinity value. This is MHC class I binding data. (1) The peptide sequence is MMWYWGPSL. The MHC is HLA-A68:01 with pseudo-sequence HLA-A68:01. The binding affinity (normalized) is 0. (2) The peptide sequence is LSPRTLNAW. The MHC is HLA-B18:01 with pseudo-sequence HLA-B18:01. The binding affinity (normalized) is 0. (3) The peptide sequence is ATPYDINQML. The MHC is HLA-B14:02 with pseudo-sequence HLA-B14:02. The binding affinity (normalized) is 0. (4) The peptide sequence is TWEAWWTEYW. The MHC is HLA-B40:01 with pseudo-sequence HLA-B40:01. The binding affinity (normalized) is 0.127.